Task: Predict the reaction yield, written as a fraction of the theoretical maximum amount of product (1.0 means a 100% yield; for example, 0.34 means a 34% yield).. Dataset: Reaction yield outcomes from USPTO patents with 853,638 reactions (1) The reactants are CN(C)[CH:3]=[C:4]([C:14]1[CH:19]=[CH:18][N:17]=[CH:16][CH:15]=1)[C:5]([C:7]1[CH:12]=[CH:11][C:10]([F:13])=[CH:9][CH:8]=1)=O.[C:21]([CH2:23][C:24]([NH2:26])=[O:25])#[N:22].C[O-].[Na+]. The catalyst is CN(C=O)C. The product is [F:13][C:10]1[CH:9]=[CH:8][C:7]([C:5]2[C:4]([C:14]3[CH:15]=[CH:16][N:17]=[CH:18][CH:19]=3)=[CH:3][C:23]([C:21]#[N:22])=[C:24]([OH:25])[N:26]=2)=[CH:12][CH:11]=1. The yield is 0.480. (2) The reactants are [F:1][C:2]([F:12])([F:11])[C:3]1[CH:10]=[CH:9][C:6]([CH:7]=O)=[CH:5][CH:4]=1.C1(P(C2C=CC=CC=2)(C2C=CC=CC=2)=[CH:20][C:21](=[O:23])[CH3:22])C=CC=CC=1. The catalyst is C(Cl)Cl.C1(P(C2C=CC=CC=2)(C2C=CC=CC=2)=CC(=O)C)C=CC=CC=1. The product is [F:1][C:2]([F:12])([F:11])[C:3]1[CH:10]=[CH:9][C:6](/[CH:7]=[CH:20]/[C:21](=[O:23])[CH3:22])=[CH:5][CH:4]=1. The yield is 0.920. (3) The reactants are [N+:1]([O-:4])([O-])=[O:2].[K+].[Cl:6][C:7]1[CH:8]=[C:9]2[C:14](=[CH:15][CH:16]=1)[N:13]=[C:12]([OH:17])[C:11]([OH:18])=[N:10]2. The catalyst is S(=O)(=O)(O)O. The product is [Cl:6][C:7]1[CH:8]=[C:9]2[C:14](=[CH:15][C:16]=1[N+:1]([O-:4])=[O:2])[N:13]=[C:12]([OH:17])[C:11]([OH:18])=[N:10]2. The yield is 0.880. (4) The reactants are Cl[C:2]1[N:11]=[C:10]([C:12]2[CH:17]=[CH:16][CH:15]=[CH:14][C:13]=2[Cl:18])[CH:9]=[C:8]2[C:3]=1[CH:4]=[C:5]([NH:19][C:20]([CH:22]1[CH2:24][CH2:23]1)=[O:21])[N:6]=[CH:7]2.C[Si]([C:29]#[CH:30])(C)C.C(N(CC)C(C)C)(C)C.C(=O)([O-])[O-].[K+].[K+]. The catalyst is O1CCOCC1.C(OCC)(=O)C.CO.ClCCl.[Cu]I.Cl[Pd](Cl)([P](C1C=CC=CC=1)(C1C=CC=CC=1)C1C=CC=CC=1)[P](C1C=CC=CC=1)(C1C=CC=CC=1)C1C=CC=CC=1. The product is [Cl:18][C:13]1[CH:14]=[CH:15][CH:16]=[CH:17][C:12]=1[C:10]1[CH:9]=[C:8]2[C:3]([CH:4]=[C:5]([NH:19][C:20]([CH:22]3[CH2:24][CH2:23]3)=[O:21])[N:6]=[CH:7]2)=[C:2]([C:29]#[CH:30])[N:11]=1. The yield is 0.500. (5) The reactants are [N+:1]([C:4]1[CH:9]=[CH:8][C:7]([N:10]2[CH2:15][CH2:14][CH:13]([C:16]([O:18]C)=O)[CH2:12][CH2:11]2)=[CH:6][CH:5]=1)([O-:3])=[O:2].O.[NH2:21][NH2:22]. The catalyst is C(O)C. The product is [N+:1]([C:4]1[CH:9]=[CH:8][C:7]([N:10]2[CH2:15][CH2:14][CH:13]([C:16]([NH:21][NH2:22])=[O:18])[CH2:12][CH2:11]2)=[CH:6][CH:5]=1)([O-:3])=[O:2]. The yield is 0.840. (6) The reactants are [Cl:1][C:2]1[CH:3]=[C:4]2[CH:10]=[CH:9][NH:8][C:5]2=[N:6][CH:7]=1.Cl.[CH3:12][NH:13][CH3:14].[CH2:15]=O. The catalyst is C(O)(C)C. The product is [Cl:1][C:2]1[CH:3]=[C:4]2[C:10]([CH2:12][N:13]([CH3:15])[CH3:14])=[CH:9][NH:8][C:5]2=[N:6][CH:7]=1. The yield is 0.910.